Dataset: Full USPTO retrosynthesis dataset with 1.9M reactions from patents (1976-2016). Task: Predict the reactants needed to synthesize the given product. (1) Given the product [CH3:21][C:19]1[O:18][C:17](=[O:22])[N:16]([CH2:15][C:6]2[N:7]=[C:8]([C:11]([F:14])([F:12])[F:13])[CH:9]=[CH:10][C:5]=2[C:4]([OH:23])=[O:3])[N:20]=1, predict the reactants needed to synthesize it. The reactants are: C([O:3][C:4](=[O:23])[C:5]1[CH:10]=[CH:9][C:8]([C:11]([F:14])([F:13])[F:12])=[N:7][C:6]=1[CH2:15][N:16]1[N:20]=[C:19]([CH3:21])[O:18][C:17]1=[O:22])C.O[Li].O. (2) Given the product [F:5][C:6]1[CH:18]=[CH:17][CH:16]=[C:15]([F:19])[C:7]=1[C:8]([NH:10][CH:11]=[CH2:12])=[O:9], predict the reactants needed to synthesize it. The reactants are: C(N)CC.[F:5][C:6]1[CH:18]=[CH:17][CH:16]=[C:15]([F:19])[C:7]=1[C:8]([N:10](C=O)[CH:11]=[CH2:12])=[O:9]. (3) Given the product [F:1][C:2]1[CH:7]=[CH:6][C:5]([O:8][CH3:9])=[CH:4][C:3]=1[C:10]1[CH:15]=[CH:14][C:13]([OH:16])=[N:12][C:11]=1[CH2:18][C:19]([CH3:21])([CH3:20])[CH3:22], predict the reactants needed to synthesize it. The reactants are: [F:1][C:2]1[CH:7]=[CH:6][C:5]([O:8][CH3:9])=[CH:4][C:3]=1[C:10]1[C:11]([CH2:18][C:19]([CH3:22])([CH3:21])[CH3:20])=[N:12][C:13]([O:16]C)=[CH:14][CH:15]=1.[Cl-].[NH+]1C=CC=CC=1.Cl. (4) The reactants are: [F:1][C:2]1[CH:10]=[C:9]2[C:5]([C:6](/[CH:30]=[CH:31]/[C:32]3[CH:37]=[CH:36][C:35]([F:38])=[CH:34][CH:33]=3)=[N:7][N:8]2[C:11]([C:24]2[CH:29]=[CH:28][CH:27]=[CH:26][CH:25]=2)([C:18]2[CH:23]=[CH:22][CH:21]=[CH:20][CH:19]=2)[C:12]2[CH:17]=[CH:16][CH:15]=[CH:14][CH:13]=2)=[CH:4][C:3]=1[NH2:39].C(=O)([O-])O.[Na+].[Cl:45][CH2:46][C:47](Cl)=[O:48]. Given the product [Cl:45][CH2:46][C:47]([NH:39][C:3]1[CH:4]=[C:5]2[C:9](=[CH:10][C:2]=1[F:1])[N:8]([C:11]([C:18]1[CH:23]=[CH:22][CH:21]=[CH:20][CH:19]=1)([C:24]1[CH:29]=[CH:28][CH:27]=[CH:26][CH:25]=1)[C:12]1[CH:17]=[CH:16][CH:15]=[CH:14][CH:13]=1)[N:7]=[C:6]2/[CH:30]=[CH:31]/[C:32]1[CH:33]=[CH:34][C:35]([F:38])=[CH:36][CH:37]=1)=[O:48], predict the reactants needed to synthesize it. (5) Given the product [Cl:9][C:10]1[C:11]([I:19])=[C:12]([F:18])[C:13]([C:16]#[N:17])=[N:14][CH:15]=1, predict the reactants needed to synthesize it. The reactants are: [Li+].CC([N-]C(C)C)C.[Cl:9][C:10]1[CH:11]=[C:12]([F:18])[C:13]([C:16]#[N:17])=[N:14][CH:15]=1.[I:19]I.